Dataset: Forward reaction prediction with 1.9M reactions from USPTO patents (1976-2016). Task: Predict the product of the given reaction. (1) Given the reactants I[C:2]1[N:6]2[CH:7]=[CH:8][CH:9]=[CH:10][C:5]2=[N:4][C:3]=1[C:11]([O:13][CH2:14][CH3:15])=[O:12].[C:16]1([C:22]#[CH:23])[CH:21]=[CH:20][CH:19]=[CH:18][CH:17]=1.C(N(CC)CC)C, predict the reaction product. The product is: [C:16]1([C:22]#[C:23][C:2]2[N:6]3[CH:7]=[CH:8][CH:9]=[CH:10][C:5]3=[N:4][C:3]=2[C:11]([O:13][CH2:14][CH3:15])=[O:12])[CH:21]=[CH:20][CH:19]=[CH:18][CH:17]=1. (2) Given the reactants [CH2:1]([N:5]([CH2:22][C:23]1[CH:35]=[CH:34][C:26]([O:27][CH2:28][C:29]([O:31]CC)=[O:30])=[C:25]([CH3:36])[CH:24]=1)[C:6]1[CH:7]=[C:8]([C:12]2[CH:17]=[CH:16][C:15]([C:18]([F:21])([F:20])[F:19])=[CH:14][CH:13]=2)[CH:9]=[CH:10][CH:11]=1)[CH2:2][CH2:3][CH3:4].[OH-].[Na+], predict the reaction product. The product is: [CH2:1]([N:5]([CH2:22][C:23]1[CH:35]=[CH:34][C:26]([O:27][CH2:28][C:29]([OH:31])=[O:30])=[C:25]([CH3:36])[CH:24]=1)[C:6]1[CH:7]=[C:8]([C:12]2[CH:13]=[CH:14][C:15]([C:18]([F:21])([F:20])[F:19])=[CH:16][CH:17]=2)[CH:9]=[CH:10][CH:11]=1)[CH2:2][CH2:3][CH3:4]. (3) Given the reactants [CH3:1][O:2][C:3]1[CH:12]=[C:11]2[C:6]([C:7](=[O:26])[CH2:8][CH2:9][CH:10]2[CH2:13][CH2:14][N:15]2[C:23](=[O:24])[C:22]3C(=CC=CC=3)C2=O)=[CH:5][CH:4]=1.[BH4-].[Na+].[OH-].[Na+].CN(C1C=CC=CN=1)C.[C:40](OC(=O)C)(=[O:42])[CH3:41].C(=O)([O-])O.[Na+], predict the reaction product. The product is: [C:40]([O:26][CH:7]1[C:6]2[C:11](=[CH:12][C:3]([O:2][CH3:1])=[CH:4][CH:5]=2)[CH:10]([CH2:13][CH2:14][NH:15][C:23](=[O:24])[CH3:22])[CH2:9][CH2:8]1)(=[O:42])[CH3:41]. (4) Given the reactants [NH2:1][C:2]1[N:3]=[CH:4][C:5]2[CH2:11][N:10]([C:12]3[CH:13]=[C:14]([CH:18]=[CH:19][CH:20]=3)[C:15]([OH:17])=O)[CH2:9][CH2:8][C:6]=2[N:7]=1.C(N(CC)C(C)C)(C)C.CN(C(ON1N=NC2C=CC=CC1=2)=[N+](C)C)C.F[P-](F)(F)(F)(F)F.[CH:54]([C:57]1[CH:58]=[C:59]([CH:61]=[CH:62][CH:63]=1)[NH2:60])([CH3:56])[CH3:55], predict the reaction product. The product is: [NH2:1][C:2]1[N:3]=[CH:4][C:5]2[CH2:11][N:10]([C:12]3[CH:13]=[C:14]([CH:18]=[CH:19][CH:20]=3)[C:15]([NH:60][C:59]3[CH:61]=[CH:62][CH:63]=[C:57]([CH:54]([CH3:56])[CH3:55])[CH:58]=3)=[O:17])[CH2:9][CH2:8][C:6]=2[N:7]=1. (5) Given the reactants [CH2:1]([O:8][C:9]1[CH:17]=[C:16]([O:18][CH2:19][C:20]2[CH:25]=[CH:24][CH:23]=[CH:22][CH:21]=2)[C:15]([Br:26])=[CH:14][C:10]=1[C:11]([OH:13])=O)[C:2]1[CH:7]=[CH:6][CH:5]=[CH:4][CH:3]=1.C(N1C=CN=C1)(N1C=CN=C1)=O.[CH3:39][O:40][CH2:41][CH2:42][CH2:43][NH2:44], predict the reaction product. The product is: [CH2:1]([O:8][C:9]1[CH:17]=[C:16]([O:18][CH2:19][C:20]2[CH:21]=[CH:22][CH:23]=[CH:24][CH:25]=2)[C:15]([Br:26])=[CH:14][C:10]=1[C:11]([NH:44][CH2:43][CH2:42][CH2:41][O:40][CH3:39])=[O:13])[C:2]1[CH:7]=[CH:6][CH:5]=[CH:4][CH:3]=1. (6) Given the reactants [CH3:1][C:2]1[O:3][C:4]2[CH:5]=[CH:6][C:7]3[CH2:13][CH2:12][N:11](C(OC(C)(C)C)=O)[CH2:10][CH2:9][C:8]=3[C:21]=2[N:22]=1.FC(F)(F)C(O)=O, predict the reaction product. The product is: [CH3:1][C:2]1[O:3][C:4]2[CH:5]=[CH:6][C:7]3[CH2:13][CH2:12][NH:11][CH2:10][CH2:9][C:8]=3[C:21]=2[N:22]=1. (7) Given the reactants [Br:1][C:2]1[C:10]2[N:9]=[C:8](Cl)[NH:7][C:6]=2[CH:5]=[C:4]([C:12]([F:15])([F:14])[F:13])[CH:3]=1.[Cl:16][C:17]1[C:18]([N:23]2[CH2:28][CH2:27][NH:26][C@H:25]([CH3:29])[CH2:24]2)=[N:19][CH:20]=[CH:21][CH:22]=1, predict the reaction product. The product is: [Br:1][C:2]1[C:10]2[NH:9][C:8]([N:26]3[CH2:27][CH2:28][N:23]([C:18]4[C:17]([Cl:16])=[CH:22][CH:21]=[CH:20][N:19]=4)[CH2:24][C@H:25]3[CH3:29])=[N:7][C:6]=2[CH:5]=[C:4]([C:12]([F:15])([F:14])[F:13])[CH:3]=1. (8) Given the reactants C(OC([NH:8][C@@H:9]1[CH2:14][CH2:13][CH2:12][N:11]([C:15]2[N:38]([CH2:39][C:40]3[CH:45]=[CH:44][CH:43]=[CH:42][C:41]=3[Cl:46])[C:18]3[C:19](=[O:37])[N:20]([CH3:36])[C:21]4[CH:22]=[C:23]([C:29]([O:31]C(C)(C)C)=[O:30])[CH:24]=[C:25]([O:27][CH3:28])[C:26]=4[C:17]=3[N:16]=2)[CH2:10]1)=O)(C)(C)C.Cl, predict the reaction product. The product is: [ClH:46].[NH2:8][C@@H:9]1[CH2:14][CH2:13][CH2:12][N:11]([C:15]2[N:38]([CH2:39][C:40]3[CH:45]=[CH:44][CH:43]=[CH:42][C:41]=3[Cl:46])[C:18]3[C:19](=[O:37])[N:20]([CH3:36])[C:21]4[CH:22]=[C:23]([C:29]([OH:31])=[O:30])[CH:24]=[C:25]([O:27][CH3:28])[C:26]=4[C:17]=3[N:16]=2)[CH2:10]1. (9) Given the reactants [C:1]([C:5]1[CH:10]=[C:9]([CH3:11])[C:8]([OH:12])=[C:7]([SH:13])[CH:6]=1)([CH3:4])([CH3:3])[CH3:2].N1C=CC=CC=1.Cl[C:21]([O:23][CH2:24][CH3:25])=[O:22].[CH2:26]([N:28]([CH2:32][CH3:33])[C:29](Cl)=[O:30])[CH3:27], predict the reaction product. The product is: [CH2:26]([N:28]([CH2:32][CH3:33])[C:29](=[O:30])[O:12][C:8]1[C:9]([CH3:11])=[CH:10][C:5]([C:1]([CH3:4])([CH3:2])[CH3:3])=[CH:6][C:7]=1[S:13][C:21]([O:23][CH2:24][CH3:25])=[O:22])[CH3:27]. (10) Given the reactants [OH-].[Li+:2].[Cl:3][C:4]1[CH:29]=[CH:28][C:7]([O:8][C:9]2[C:18]([C:19]3[C:20]([O:25][CH3:26])=[N:21][CH:22]=[CH:23][CH:24]=3)=[CH:17][C:12]([C:13]([O:15]C)=[O:14])=[C:11]([F:27])[CH:10]=2)=[C:6]([O:30][CH3:31])[CH:5]=1, predict the reaction product. The product is: [Li+:2].[Cl:3][C:4]1[CH:29]=[CH:28][C:7]([O:8][C:9]2[C:18]([C:19]3[C:20]([O:25][CH3:26])=[N:21][CH:22]=[CH:23][CH:24]=3)=[CH:17][C:12]([C:13]([O-:15])=[O:14])=[C:11]([F:27])[CH:10]=2)=[C:6]([O:30][CH3:31])[CH:5]=1.